From a dataset of Retrosynthesis with 50K atom-mapped reactions and 10 reaction types from USPTO. Predict the reactants needed to synthesize the given product. (1) Given the product Cc1ccc(NC(=O)c2cc(Cl)ccc2NCC2CCN(C3CCCCC3)CC2)nc1, predict the reactants needed to synthesize it. The reactants are: Cc1ccc(NC(=O)c2cc(Cl)ccc2NCC2CCNCC2)nc1.O=C1CCCCC1. (2) Given the product CCOC(=O)c1noc(-c2ccc(C(F)(F)F)cc2)c1C, predict the reactants needed to synthesize it. The reactants are: CCOC(=O)c1noc(Br)c1C.OB(O)c1ccc(C(F)(F)F)cc1. (3) Given the product CC(C)C(N)C(=O)N1CCN(Cc2ccc(Cl)c(Cl)c2)CC1, predict the reactants needed to synthesize it. The reactants are: CC(C)C(NC(=O)OC(C)(C)C)C(=O)N1CCN(Cc2ccc(Cl)c(Cl)c2)CC1. (4) Given the product CCCCc1ccc(-c2ccc(Cn3cc4nc(-c5cccc(F)c5F)nc-4cn3)cn2)cc1C(F)(F)F, predict the reactants needed to synthesize it. The reactants are: CCCCB(O)O.Fc1cccc(-c2nc3cnn(Cc4ccc(-c5ccc(Br)c(C(F)(F)F)c5)nc4)cc-3n2)c1F. (5) Given the product CCOC(=O)c1oc2cccc(OCCCNC3CCN(Cc4cccnc4)CC3)c2c1C, predict the reactants needed to synthesize it. The reactants are: CCOC(=O)c1oc2cccc(OCCCNC3CCNCC3)c2c1C.ClCc1cccnc1.